Dataset: Retrosynthesis with 50K atom-mapped reactions and 10 reaction types from USPTO. Task: Predict the reactants needed to synthesize the given product. (1) Given the product Cc1cc(-c2cccc(C(F)(F)F)c2)c(-c2cnc(O)nc2)nc1C(=O)N1CCC(N2CCCC2)CC1, predict the reactants needed to synthesize it. The reactants are: COc1ncc(-c2nc(C(=O)N3CCC(N4CCCC4)CC3)c(C)cc2-c2cccc(C(F)(F)F)c2)cn1. (2) Given the product ON=C1CO[C@@H]2[C@H](Oc3nc4nc(-c5ccc(-c6ccccc6)cc5)c(Cl)cc4[nH]3)CO[C@H]12, predict the reactants needed to synthesize it. The reactants are: NO.O=C1CO[C@H]2[C@@H]1OC[C@H]2Oc1nc2nc(-c3ccc(-c4ccccc4)cc3)c(Cl)cc2[nH]1. (3) Given the product COC(=O)c1cccc2cc(-c3cccc4cnccc34)ccc12, predict the reactants needed to synthesize it. The reactants are: Brc1cccc2cnccc12.COC(=O)c1cccc2cc(B3OC(C)(C)C(C)(C)O3)ccc12. (4) Given the product COc1cccc(C(O)[C@H]2CCCCC2=O)c1, predict the reactants needed to synthesize it. The reactants are: COc1cccc(C=O)c1.C[Si](C)(C)OC1=CCCCC1.